Task: Predict the reactants needed to synthesize the given product.. Dataset: Full USPTO retrosynthesis dataset with 1.9M reactions from patents (1976-2016) (1) Given the product [Cl:11][C:12]1[CH:13]=[CH:14][C:15]([OH:20])=[C:16]([C:17]2[NH:1][N:2]=[C:3]([C:5]3[N:10]=[CH:9][CH:8]=[CH:7][N:6]=3)[N:4]=2)[CH:19]=1, predict the reactants needed to synthesize it. The reactants are: [NH2:1][NH:2][C:3]([C:5]1[N:10]=[CH:9][CH:8]=[CH:7][N:6]=1)=[NH:4].[Cl:11][C:12]1[CH:13]=[CH:14][C:15]([OH:20])=[C:16]([CH:19]=1)[CH:17]=O. (2) Given the product [F:33][C:31]1[C:30]([F:34])=[C:29]2[C:24]([CH:25]=[N:26][C:27]([CH3:35])=[N:28]2)=[C:23]([N:22]=[CH:11][C:10]([C:13]([F:14])([F:15])[F:16])([OH:17])[CH:9]([CH3:18])[CH:8]([C:4]2[CH:5]=[CH:6][CH:7]=[C:2]([F:1])[C:3]=2[O:20][CH3:21])[CH3:19])[CH:32]=1, predict the reactants needed to synthesize it. The reactants are: [F:1][C:2]1[C:3]([O:20][CH3:21])=[C:4]([CH:8]([CH3:19])[CH:9]([CH3:18])[C:10]([OH:17])([C:13]([F:16])([F:15])[F:14])[CH:11]=O)[CH:5]=[CH:6][CH:7]=1.[NH2:22][C:23]1[CH:32]=[C:31]([F:33])[C:30]([F:34])=[C:29]2[C:24]=1[CH:25]=[N:26][C:27]([CH3:35])=[N:28]2.O. (3) Given the product [C:16]([C:15]1[CH:18]=[CH:19][C:20]([C:2]2[N:7]=[C:6]([C:8]([OH:10])=[O:9])[CH:5]=[CH:4][C:3]=2[F:11])=[C:13]([F:12])[CH:14]=1)#[N:17], predict the reactants needed to synthesize it. The reactants are: Br[C:2]1[N:7]=[C:6]([C:8]([OH:10])=[O:9])[CH:5]=[CH:4][C:3]=1[F:11].[F:12][C:13]1[CH:14]=[C:15]([CH:18]=[CH:19][C:20]=1B1OC(C)(C)C(C)(C)O1)[C:16]#[N:17]. (4) Given the product [Cl:37][C:11]1[C:10]2[C:5](=[CH:6][CH:7]=[C:8]([C:14]([F:17])([F:16])[F:15])[CH:9]=2)[N:4]=[C:3]([C:2]([F:19])([F:18])[F:1])[N:12]=1, predict the reactants needed to synthesize it. The reactants are: [F:1][C:2]([F:19])([F:18])[C:3]1[N:12]=[C:11](O)[C:10]2[C:5](=[CH:6][CH:7]=[C:8]([C:14]([F:17])([F:16])[F:15])[CH:9]=2)[N:4]=1.CN(C=O)C.C(N(C(C)C)CC)(C)C.C(Cl)(=O)C([Cl:37])=O. (5) Given the product [CH3:22][CH:21]([CH3:23])[CH2:20][C:19]([NH:18][C:14]1[CH:15]=[N:16][CH:17]=[C:12]([C:9]2[CH:10]=[C:11]3[C:6](=[CH:7][CH:8]=2)[NH:5][N:4]=[C:3]3[C:1]2[NH:44][C:40]3[CH:41]=[N:42][CH:43]=[C:38]([N:35]4[CH2:34][CH2:33][N:32]([CH3:31])[CH2:37][CH2:36]4)[C:39]=3[N:45]=2)[CH:13]=1)=[O:24], predict the reactants needed to synthesize it. The reactants are: [CH:1]([C:3]1[C:11]2[C:6](=[CH:7][CH:8]=[C:9]([C:12]3[CH:13]=[C:14]([NH:18][C:19](=[O:24])[CH2:20][CH:21]([CH3:23])[CH3:22])[CH:15]=[N:16][CH:17]=3)[CH:10]=2)[N:5](C2CCCCO2)[N:4]=1)=O.[CH3:31][N:32]1[CH2:37][CH2:36][N:35]([C:38]2[C:39]([NH2:45])=[C:40]([NH2:44])[CH:41]=[N:42][CH:43]=2)[CH2:34][CH2:33]1.[S].[SiH](CC)(CC)CC.C(O)(C(F)(F)F)=O. (6) Given the product [Cl:1][C:2]1[N:7]=[C:6]([N:17]([CH2:18][C:19]([F:27])([CH2:25][CH3:26])[C:20]([O:22][CH2:23][CH3:24])=[O:21])[CH:12]2[CH2:13][CH2:14][CH2:15][CH2:16]2)[C:5]([N+:9]([O-:11])=[O:10])=[CH:4][N:3]=1, predict the reactants needed to synthesize it. The reactants are: [Cl:1][C:2]1[N:7]=[C:6](Cl)[C:5]([N+:9]([O-:11])=[O:10])=[CH:4][N:3]=1.[CH:12]1([NH:17][CH2:18][C:19]([F:27])([CH2:25][CH3:26])[C:20]([O:22][CH2:23][CH3:24])=[O:21])[CH2:16][CH2:15][CH2:14][CH2:13]1.C(=O)([O-])[O-].[K+].[K+]. (7) Given the product [Br:1][CH2:37][C:30]1[CH:31]=[C:32](/[CH:34]=[CH:35]/[CH3:36])[CH:33]=[C:28]([Cl:27])[CH:29]=1, predict the reactants needed to synthesize it. The reactants are: [Br:1]Br.C1(P(C2C=CC=CC=2)C2C=CC=CC=2)C=CC=CC=1.N1C=CN=C1.[Cl:27][C:28]1[CH:29]=[C:30]([CH2:37]O)[CH:31]=[C:32](/[CH:34]=[CH:35]/[CH3:36])[CH:33]=1.